Dataset: CYP2C9 inhibition data for predicting drug metabolism from PubChem BioAssay. Task: Regression/Classification. Given a drug SMILES string, predict its absorption, distribution, metabolism, or excretion properties. Task type varies by dataset: regression for continuous measurements (e.g., permeability, clearance, half-life) or binary classification for categorical outcomes (e.g., BBB penetration, CYP inhibition). Dataset: cyp2c9_veith. The molecule is O=C(c1c[nH]c(=O)n(-c2ccccc2)c1=O)N1CCc2ccccc21. The result is 0 (non-inhibitor).